Dataset: Catalyst prediction with 721,799 reactions and 888 catalyst types from USPTO. Task: Predict which catalyst facilitates the given reaction. (1) Reactant: C([O:4][CH2:5][C@@H:6]1[C@@H:11]([O:12]C(=O)C)[C@H:10]([O:16]C(=O)C)[C@H:9]([O:20]C(=O)C)[C@@H:8]([CH2:24][C:25](=[O:60])[NH:26][C:27]2[CH:32]=[CH:31][C:30]([NH:33][C:34](=[O:59])[CH2:35][C@@H:36]3[C@@H:41]([O:42]C(=O)C)[C@@H:40]([O:46]C(=O)C)[C@H:39]([O:50]C(=O)C)[C@@H:38]([CH2:54][O:55]C(=O)C)[O:37]3)=[CH:29][CH:28]=2)[O:7]1)(=O)C.CO[Na].CC(O)=O. Product: [OH:20][C@H:9]1[C@@H:10]([OH:16])[C@H:11]([OH:12])[C@@H:6]([CH2:5][OH:4])[O:7][C@@H:8]1[CH2:24][C:25]([NH:26][C:27]1[CH:32]=[CH:31][C:30]([NH:33][C:34](=[O:59])[CH2:35][C@@H:36]2[C@@H:41]([OH:42])[C@@H:40]([OH:46])[C@H:39]([OH:50])[C@@H:38]([CH2:54][OH:55])[O:37]2)=[CH:29][CH:28]=1)=[O:60]. The catalyst class is: 5. (2) Reactant: Br[C:2]1[CH:3]=[C:4]([CH2:9][N:10]([CH2:19][C:20]2[C:21]([NH:33][CH:34]3[CH2:39][CH2:38][O:37][CH2:36][CH2:35]3)=[C:22]3[CH:30]=[N:29][N:28]([CH2:31][CH3:32])[C:23]3=[N:24][C:25]=2[CH2:26][CH3:27])[C:11]([C:13]2([C:16]([NH2:18])=[O:17])[CH2:15][CH2:14]2)=[O:12])[CH:5]=[CH:6][C:7]=1[Cl:8].[CH3:40][N:41]1[CH2:46][CH2:45][CH:44]([CH2:47][C:48]2[CH:53]=[CH:52][CH:51]=[C:50](B3OC(C)(C)C(C)(C)O3)[CH:49]=2)[CH2:43][CH2:42]1.C([O-])([O-])=O.[Na+].[Na+]. Product: [Cl:8][C:7]1[C:2]([C:52]2[CH:51]=[CH:50][CH:49]=[C:48]([CH2:47][CH:44]3[CH2:45][CH2:46][N:41]([CH3:40])[CH2:42][CH2:43]3)[CH:53]=2)=[CH:3][C:4]([CH2:9][N:10]([CH2:19][C:20]2[C:21]([NH:33][CH:34]3[CH2:39][CH2:38][O:37][CH2:36][CH2:35]3)=[C:22]3[CH:30]=[N:29][N:28]([CH2:31][CH3:32])[C:23]3=[N:24][C:25]=2[CH2:26][CH3:27])[C:11]([C:13]2([C:16]([NH2:18])=[O:17])[CH2:15][CH2:14]2)=[O:12])=[CH:5][CH:6]=1. The catalyst class is: 117. (3) Reactant: [Cl:1][C:2]1[CH:3]=[C:4]([C:9](=[NH:21])[NH:10][C:11]2[CH:16]=[CH:15][C:14]([S:17]([CH3:20])(=[O:19])=[O:18])=[CH:13][CH:12]=2)[CH:5]=[CH:6][C:7]=1[CH3:8].C(=O)(O)[O-].[Na+].Br[CH2:28][C:29](=[O:34])[C:30]([F:33])([F:32])[F:31]. Product: [Cl:1][C:2]1[CH:3]=[C:4]([C:9]2[N:10]([C:11]3[CH:16]=[CH:15][C:14]([S:17]([CH3:20])(=[O:18])=[O:19])=[CH:13][CH:12]=3)[CH2:28][C:29]([OH:34])([C:30]([F:33])([F:32])[F:31])[N:21]=2)[CH:5]=[CH:6][C:7]=1[CH3:8]. The catalyst class is: 32. (4) Reactant: [CH3:1][S:2][C:3]1[N:4]=[CH:5][C:6]2[CH:12]=[CH:11][C:10](=[O:13])[NH:9][C:7]=2[N:8]=1.[H-].[Na+].Cl[CH2:17][C:18]1[N:19]=[CH:20][S:21][C:22]=1[CH:23]1[CH2:25][CH2:24]1. Product: [CH:23]1([C:22]2[S:21][CH:20]=[N:19][C:18]=2[CH2:17][N:9]2[C:7]3[N:8]=[C:3]([S:2][CH3:1])[N:4]=[CH:5][C:6]=3[CH:12]=[CH:11][C:10]2=[O:13])[CH2:25][CH2:24]1. The catalyst class is: 9. (5) Reactant: [NH2:1][C:2]1[CH:7]=[CH:6][CH:5]=[C:4]([CH3:8])[CH:3]=1.[C:9]1([CH3:17])[C:10]([CH:15]=O)=[CH:11][CH:12]=[CH:13][CH:14]=1.[C:18](#[N:20])C.C[Si](C#N)(C)C. Product: [C:9]1([CH3:17])[CH:14]=[CH:13][CH:12]=[CH:11][C:10]=1[CH:15]([NH:1][C:2]1[CH:3]=[C:4]([CH3:8])[CH:5]=[CH:6][CH:7]=1)[C:18]#[N:20]. The catalyst class is: 11. (6) Reactant: [NH2:1][C:2]1[S:3][C:4]2[CH2:15][CH2:14][CH2:13][CH2:12][C:5]=2[C:6]=1[C:7](OCC)=[O:8].[CH:16]([NH2:18])=O. Product: [C:5]12[CH2:12][CH2:13][CH2:14][CH2:15][C:4]=1[S:3][C:2]1[N:1]=[CH:16][N:18]=[C:7]([OH:8])[C:6]2=1. The catalyst class is: 6.